Task: Predict the reaction yield, written as a fraction of the theoretical maximum amount of product (1.0 means a 100% yield; for example, 0.34 means a 34% yield).. Dataset: Reaction yield outcomes from USPTO patents with 853,638 reactions (1) The reactants are [Cl:1][C:2]1[C:11]2[C:6](=[CH:7][C:8]([OH:14])=[C:9]([O:12][CH3:13])[CH:10]=2)[N:5]=[CH:4][N:3]=1.O[CH2:16][CH2:17][CH2:18][N:19]1[C:23](=[O:24])[CH2:22][NH:21][C:20]1=[O:25].C1(P(C2C=CC=CC=2)C2C=CC=CC=2)C=CC=CC=1.N(C(OC(C)C)=O)=NC(OC(C)C)=O. The catalyst is ClCCl. The product is [Cl:1][C:2]1[C:11]2[C:6](=[CH:7][C:8]([O:14][CH2:16][CH2:17][CH2:18][N:19]3[C:23](=[O:24])[CH2:22][NH:21][C:20]3=[O:25])=[C:9]([O:12][CH3:13])[CH:10]=2)[N:5]=[CH:4][N:3]=1. The yield is 0.690. (2) The reactants are [OH:1][CH2:2][CH2:3][CH2:4][C@@:5]1([C:22]2[CH:27]=[CH:26][CH:25]=[CH:24][CH:23]=2)[O:10][C:9](=[O:11])[N:8]([C@H:12]([C:14]2[CH:19]=[CH:18][C:17]([CH:20]=[CH2:21])=[CH:16][CH:15]=2)[CH3:13])[CH2:7][CH2:6]1.N1C=CN=C1.[CH3:33][C:34]([Si:37](Cl)([CH3:39])[CH3:38])([CH3:36])[CH3:35]. The catalyst is C(Cl)Cl. The product is [Si:37]([O:1][CH2:2][CH2:3][CH2:4][C@@:5]1([C:22]2[CH:27]=[CH:26][CH:25]=[CH:24][CH:23]=2)[O:10][C:9](=[O:11])[N:8]([C@H:12]([C:14]2[CH:15]=[CH:16][C:17]([CH:20]=[CH2:21])=[CH:18][CH:19]=2)[CH3:13])[CH2:7][CH2:6]1)([C:34]([CH3:36])([CH3:35])[CH3:33])([CH3:39])[CH3:38]. The yield is 0.600. (3) The reactants are [CH3:1][O:2][C:3]1[CH:4]=[C:5]2[C:10](=[CH:11][C:12]=1[O:13][CH3:14])[N:9]=[CH:8][N:7]=[C:6]2[O:15][C:16]1[CH:22]=[CH:21][C:19]([NH2:20])=[CH:18][CH:17]=1.[C:23]1(C)C=CC=CC=1.C(N([CH2:35][CH3:36])CC)C.ClC(Cl)(O[C:41](=[O:47])[O:42][C:43](Cl)(Cl)Cl)Cl.COC1C=[C:53]([CH:56]=[C:57]([O:59][CH3:60])C=1)[CH2:54][OH:55]. The catalyst is C(Cl)Cl. The product is [CH3:1][O:2][C:3]1[CH:4]=[C:5]2[C:10](=[CH:11][C:12]=1[O:13][CH3:14])[N:9]=[CH:8][N:7]=[C:6]2[O:15][C:16]1[CH:22]=[CH:21][C:19]([NH:20][C:41](=[O:47])[O:42][CH2:43][C:36]2[CH:35]=[C:57]([O:59][CH3:60])[CH:56]=[CH:53][C:54]=2[O:55][CH3:23])=[CH:18][CH:17]=1. The yield is 0.520.